From a dataset of Peptide-MHC class II binding affinity with 134,281 pairs from IEDB. Regression. Given a peptide amino acid sequence and an MHC pseudo amino acid sequence, predict their binding affinity value. This is MHC class II binding data. (1) The peptide sequence is IVDMKILNHLIHKQN. The MHC is HLA-DPA10301-DPB10402 with pseudo-sequence HLA-DPA10301-DPB10402. The binding affinity (normalized) is 0.155. (2) The peptide sequence is GEPQIVDKIDAAFKI. The MHC is DRB3_0101 with pseudo-sequence DRB3_0101. The binding affinity (normalized) is 0.596. (3) The peptide sequence is SGRVTRDSRRLRRIC. The MHC is DRB1_0405 with pseudo-sequence DRB1_0405. The binding affinity (normalized) is 0.840. (4) The peptide sequence is PAVKYIEPDMIVNAT. The MHC is HLA-DQA10104-DQB10503 with pseudo-sequence HLA-DQA10104-DQB10503. The binding affinity (normalized) is 0.308. (5) The peptide sequence is ESEFQAALSRKVAKL. The MHC is DRB1_0802 with pseudo-sequence DRB1_0802. The binding affinity (normalized) is 0.561. (6) The peptide sequence is TERSASGGVYLGNLS. The MHC is DRB1_0101 with pseudo-sequence DRB1_0101. The binding affinity (normalized) is 0.426. (7) The peptide sequence is YFNLIDTKCYKLE. The MHC is H-2-IEd with pseudo-sequence H-2-IEd. The binding affinity (normalized) is 0.